Predict the reactants needed to synthesize the given product. From a dataset of Full USPTO retrosynthesis dataset with 1.9M reactions from patents (1976-2016). (1) Given the product [F:27][C:28]1[CH:29]=[CH:30][CH:31]=[CH:32][C:2]=1[N:3]1[CH:4]=[C:5]2[CH2:10][N:9]([CH2:11][CH2:12][CH2:13][CH2:14][O:15][C:16]3[CH:25]=[C:24]4[C:19]([CH2:20][CH2:21][C:22](=[O:26])[NH:23]4)=[CH:18][CH:17]=3)[CH2:8][CH2:7][C:6]2=[N:1]1, predict the reactants needed to synthesize it. The reactants are: [N:1]1[C:6]2[CH2:7][CH2:8][N:9]([CH2:11][CH2:12][CH2:13][CH2:14][O:15][C:16]3[CH:25]=[C:24]4[C:19]([CH2:20][CH2:21][C:22](=[O:26])[NH:23]4)=[CH:18][CH:17]=3)[CH2:10][C:5]=2[CH:4]=[N:3][CH:2]=1.[F:27][C:28]1C=[CH:32][CH:31]=[CH:30][C:29]=1N1C=C2CNCCC2=N1. (2) Given the product [F:24][CH:19]([F:25])[O:1][C:2]1[CH:9]=[CH:8][C:5]([CH:6]=[O:7])=[CH:4][C:3]=1[O:10][CH3:11], predict the reactants needed to synthesize it. The reactants are: [OH:1][C:2]1[CH:9]=[CH:8][C:5]([CH:6]=[O:7])=[CH:4][C:3]=1[O:10][CH3:11].C([O-])([O-])=O.[Cs+].[Cs+].Cl[C:19]([F:25])([F:24])C(OC)=O.O. (3) Given the product [Cl:55][C:12]1[S:13][C:14]([C@H:16]2[C@H:21]([O:22][CH2:23][C:24]3[CH:25]=[CH:26][CH:27]=[CH:28][CH:29]=3)[C@@H:20]([O:30][CH2:31][C:32]3[CH:37]=[CH:36][CH:35]=[CH:34][CH:33]=3)[C@H:19]([O:38][CH2:39][C:40]3[CH:41]=[CH:42][CH:43]=[CH:44][CH:45]=3)[C@@H:18]([CH2:46][O:47][CH2:48][C:49]3[CH:50]=[CH:51][CH:52]=[CH:53][CH:54]=3)[O:17]2)=[CH:15][C:11]=1[CH2:10][OH:9], predict the reactants needed to synthesize it. The reactants are: C([O:9][CH2:10][C:11]1[CH:15]=[C:14]([C@H:16]2[C@H:21]([O:22][CH2:23][C:24]3[CH:29]=[CH:28][CH:27]=[CH:26][CH:25]=3)[C@@H:20]([O:30][CH2:31][C:32]3[CH:37]=[CH:36][CH:35]=[CH:34][CH:33]=3)[C@H:19]([O:38][CH2:39][C:40]3[CH:45]=[CH:44][CH:43]=[CH:42][CH:41]=3)[C@@H:18]([CH2:46][O:47][CH2:48][C:49]3[CH:54]=[CH:53][CH:52]=[CH:51][CH:50]=3)[O:17]2)[S:13][C:12]=1[Cl:55])(=O)C1C=CC=CC=1. (4) Given the product [NH2:25][C:10]1[CH:9]=[CH:8][C:7]([O:6][C:5]2[CH:28]=[CH:29][C:2]([Cl:1])=[CH:3][CH:4]=2)=[CH:24][C:11]=1[C:12]([NH:14][C:15]1[CH:16]=[C:17]([Cl:23])[C:18]([Cl:22])=[C:19]([Cl:21])[CH:20]=1)=[O:13], predict the reactants needed to synthesize it. The reactants are: [Cl:1][C:2]1[CH:29]=[CH:28][C:5]([O:6][C:7]2[CH:8]=[CH:9][C:10]([N+:25]([O-])=O)=[C:11]([CH:24]=2)[C:12]([NH:14][C:15]2[CH:20]=[C:19]([Cl:21])[C:18]([Cl:22])=[C:17]([Cl:23])[CH:16]=2)=[O:13])=[CH:4][CH:3]=1.Cl. (5) Given the product [NH2:30][C@H:10]([CH2:9][C:6]1[CH:5]=[CH:4][C:3]([Cl:2])=[CH:8][CH:7]=1)[C:11]([N:13]1[CH2:14][CH2:15][N:16]([C:19]2[C:20]3[CH:27]([CH3:28])[S:26](=[O:29])[CH2:25][C:21]=3[N:22]=[CH:23][N:24]=2)[CH2:17][CH2:18]1)=[O:12], predict the reactants needed to synthesize it. The reactants are: Cl.[Cl:2][C:3]1[CH:8]=[CH:7][C:6]([CH2:9][CH:10]([NH:30]C(=O)[O-])[C:11]([N:13]2[CH2:18][CH2:17][N:16]([C:19]3[C:20]4[CH:27]([CH3:28])[S:26](=[O:29])[CH2:25][C:21]=4[N:22]=[CH:23][N:24]=3)[CH2:15][CH2:14]2)=[O:12])=[CH:5][CH:4]=1. (6) The reactants are: C(N(CC)C(C)C)(C)C.[CH3:10][O:11][CH2:12][C:13]1([CH2:19][OH:20])[CH2:18][CH2:17][NH:16][CH2:15][CH2:14]1.[CH:21]([C:23]1([C:27]([O:29][CH3:30])=[O:28])[CH2:26][CH2:25][CH2:24]1)=O.C(O[BH-](OC(=O)C)OC(=O)C)(=O)C.[Na+]. Given the product [OH:20][CH2:19][C:13]1([CH2:12][O:11][CH3:10])[CH2:18][CH2:17][N:16]([CH2:21][C:23]2([C:27]([O:29][CH3:30])=[O:28])[CH2:26][CH2:25][CH2:24]2)[CH2:15][CH2:14]1, predict the reactants needed to synthesize it. (7) Given the product [CH3:1][O:2][C:3](=[O:34])[CH2:4][C@H:5]1[C:9]2[CH:10]=[CH:11][C:12]([O:14][C@H:15]3[C:23]4[C:18](=[C:19]([C:36]5[C:37]([CH3:50])=[CH:38][C:39]([C:43]6[N:44]=[N:45][C:46]([CH3:49])=[CH:47][CH:48]=6)=[CH:40][C:41]=5[CH3:42])[CH:20]=[CH:21][C:22]=4[F:24])[CH2:17][CH2:16]3)=[CH:13][C:8]=2[O:7][CH2:6]1, predict the reactants needed to synthesize it. The reactants are: [CH3:1][O:2][C:3](=[O:34])[CH2:4][C@H:5]1[C:9]2[CH:10]=[CH:11][C:12]([O:14][C@H:15]3[C:23]4[C:18](=[C:19](B5OC(C)(C)C(C)(C)O5)[CH:20]=[CH:21][C:22]=4[F:24])[CH2:17][CH2:16]3)=[CH:13][C:8]=2[O:7][CH2:6]1.Br[C:36]1[C:41]([CH3:42])=[CH:40][C:39]([C:43]2[N:44]=[N:45][C:46]([CH3:49])=[CH:47][CH:48]=2)=[CH:38][C:37]=1[CH3:50].BrC1C=CC(F)=C2C=1CC[C@H]2OC1C=CC2[C@H](CC(OC)=O)COC=2C=1. (8) Given the product [CH2:1]([C:8]1[C:9]([Cl:23])=[N:10][C:11]([N:30]2[CH:34]=[CH:33][CH:32]=[N:31]2)=[N:12][CH:13]=1)[C:2]1[CH:3]=[CH:4][CH:5]=[CH:6][CH:7]=1, predict the reactants needed to synthesize it. The reactants are: [CH2:1]([C:8]1[C:9]([Cl:23])=[N:10][C:11](S(C)(=O)=O)=[N:12][C:13]=1N1CCCC1)[C:2]1[CH:7]=[CH:6][CH:5]=[CH:4][CH:3]=1.C(=O)([O-])[O-].[K+].[K+].[NH:30]1[CH:34]=[CH:33][CH:32]=[N:31]1.O.